This data is from Catalyst prediction with 721,799 reactions and 888 catalyst types from USPTO. The task is: Predict which catalyst facilitates the given reaction. (1) Reactant: [C:1]([O:4][CH2:5][C:6]1[CH:23]=[CH:22][C:21]([CH2:24][O:25][P:26]([O:32][CH2:33][CH:34]=[CH2:35])([O:28][CH2:29][CH:30]=[CH2:31])=[O:27])=[CH:20][C:7]=1[C:8]([O:10]CC1C=CC(OC)=CC=1)=[O:9])(=[O:3])[CH3:2].C1(OC)C=CC=CC=1.FC(F)(F)C(O)=O. Product: [C:1]([O:4][CH2:5][C:6]1[CH:23]=[CH:22][C:21]([CH2:24][O:25][P:26]([O:32][CH2:33][CH:34]=[CH2:35])([O:28][CH2:29][CH:30]=[CH2:31])=[O:27])=[CH:20][C:7]=1[C:8]([OH:10])=[O:9])(=[O:3])[CH3:2]. The catalyst class is: 11. (2) Reactant: [C:1]([O:5][C:6](=[O:15])[NH:7][C@H:8]([CH:13]=O)[C@@H:9]([CH3:12])[CH2:10][CH3:11])([CH3:4])([CH3:3])[CH3:2].[Br:16][C:17]1[CH:18]=[C:19]2[C:24](=[CH:25][CH:26]=1)[CH:23]=[C:22]([NH2:27])[CH:21]=[CH:20]2.[BH-](OC(C)=O)(OC(C)=O)OC(C)=O.[Na+].O. Product: [C:1]([O:5][C:6](=[O:15])[NH:7][C@H:8]([CH2:13][NH:27][C:22]1[CH:21]=[CH:20][C:19]2[C:24](=[CH:25][CH:26]=[C:17]([Br:16])[CH:18]=2)[CH:23]=1)[C@@H:9]([CH3:12])[CH2:10][CH3:11])([CH3:4])([CH3:3])[CH3:2]. The catalyst class is: 26. (3) Reactant: S([O-])([O-])=O.[Na+:5].[Na+].C(=O)([O-])O.[Na+].[CH3:12][O:13][C:14]1[N:19]=[CH:18][C:17]([S:20](Cl)(=[O:22])=[O:21])=[CH:16][CH:15]=1. Product: [CH3:12][O:13][C:14]1[N:19]=[CH:18][C:17]([S:20]([O-:22])=[O:21])=[CH:16][CH:15]=1.[Na+:5]. The catalyst class is: 127. (4) Reactant: [C:1]1([CH3:11])[CH:6]=[CH:5][C:4]([S:7](Cl)(=[O:9])=[O:8])=[CH:3][CH:2]=1.[NH2:12][C:13]1[C:14]2[C:21]([C:22]3[CH:27]=[CH:26][CH:25]=[C:24]([O:28][CH2:29][C:30]45[O:36][C:33]([CH3:37])([CH2:34][CH2:35]4)[CH2:32][CH2:31]5)[CH:23]=3)=[CH:20][N:19]([C@@H:38]3[CH2:41][C@H:40]([CH2:42][OH:43])[CH2:39]3)[C:15]=2[N:16]=[CH:17][N:18]=1. Product: [NH2:12][C:13]1[C:14]2[C:21]([C:22]3[CH:27]=[CH:26][CH:25]=[C:24]([O:28][CH2:29][C:30]45[O:36][C:33]([CH3:37])([CH2:32][CH2:31]4)[CH2:34][CH2:35]5)[CH:23]=3)=[CH:20][N:19]([C@@H:38]3[CH2:39][C@H:40]([CH2:42][O:43][S:7]([C:4]4[CH:5]=[CH:6][C:1]([CH3:11])=[CH:2][CH:3]=4)(=[O:9])=[O:8])[CH2:41]3)[C:15]=2[N:16]=[CH:17][N:18]=1. The catalyst class is: 17. (5) Reactant: [C:1]([O:5][C:6]([NH:8][CH:9]([CH2:13][C:14]1[CH:19]=[CH:18][C:17]([O:20][C:21]2[CH:26]=[CH:25][C:24]([N+:27]([O-:29])=[O:28])=[CH:23][CH:22]=2)=[CH:16][CH:15]=1)[C:10]([OH:12])=[O:11])=[O:7])([CH3:4])([CH3:3])[CH3:2].[C:30](=O)(O)[O-].[Na+].IC. Product: [CH3:30][O:11][C:10](=[O:12])[CH:9]([NH:8][C:6]([O:5][C:1]([CH3:4])([CH3:2])[CH3:3])=[O:7])[CH2:13][C:14]1[CH:19]=[CH:18][C:17]([O:20][C:21]2[CH:22]=[CH:23][C:24]([N+:27]([O-:29])=[O:28])=[CH:25][CH:26]=2)=[CH:16][CH:15]=1. The catalyst class is: 3. (6) Reactant: [CH:1]([C:3]1[C:11]2[C:6](=[CH:7][CH:8]=[C:9]([C:12]#[N:13])[CH:10]=2)[NH:5][N:4]=1)=O.[C:14]1([NH2:21])[C:15]([NH2:20])=[CH:16][CH:17]=[CH:18][CH:19]=1.[S]. Product: [NH:20]1[C:15]2[CH:16]=[CH:17][CH:18]=[CH:19][C:14]=2[N:21]=[C:1]1[C:3]1[C:11]2[C:6](=[CH:7][CH:8]=[C:9]([C:12]#[N:13])[CH:10]=2)[NH:5][N:4]=1. The catalyst class is: 3. (7) Reactant: [N:1]([C:4]1[CH:9]=[CH:8][C:7]([C@@H:10]([OH:20])[C@H:11]([NH:14][C:15](=[O:19])[CH:16]([Cl:18])[Cl:17])[CH2:12][F:13])=[CH:6][CH:5]=1)=[N+:2]=[N-:3].[CH2:21]([NH2:24])[C:22]#[CH:23]. Product: [NH2:24][CH2:21][C:22]1[N:3]=[N:2][N:1]([C:4]2[CH:9]=[CH:8][C:7]([C@@H:10]([OH:20])[C@H:11]([NH:14][C:15](=[O:19])[CH:16]([Cl:17])[Cl:18])[CH2:12][F:13])=[CH:6][CH:5]=2)[CH:23]=1. The catalyst class is: 371. (8) Reactant: [CH:1]1[CH:13]=[CH:12][C:11]2[C:14]3[C:19]([N:9]4[C:10]=2[C:2]=1[C:3]1[CH:4]=[CH:5][CH:6]=[CH:7][C:8]=14)=[CH:18][CH:17]=[CH:16][CH:15]=3.C1C(=O)N([Br:27])C(=O)C1.S(S([O-])=O)([O-])(=O)=O.[Na+].[Na+]. Product: [Br:27][C:1]1[CH:13]=[CH:12][C:11]2[C:14]3[C:19]([N:9]4[C:10]=2[C:2]=1[C:3]1[CH:4]=[CH:5][CH:6]=[CH:7][C:8]=14)=[CH:18][CH:17]=[CH:16][CH:15]=3. The catalyst class is: 3. (9) Reactant: [NH2:1][CH2:2][CH2:3][N:4]1[C:12]2[CH:11]=[CH:10][CH:9]=[CH:8][C:7]=2[C:6]2[CH2:13][CH2:14][N:15](C(OC(C)(C)C)=O)[CH2:16][CH2:17][C:5]1=2.C(C(O)=O)(F)(F)F. Product: [CH2:13]1[C:6]2[C:7]3[CH:8]=[CH:9][CH:10]=[CH:11][C:12]=3[N:4]([CH2:3][CH2:2][NH2:1])[C:5]=2[CH2:17][CH2:16][NH:15][CH2:14]1. The catalyst class is: 2. (10) The catalyst class is: 14. Product: [C:14]1([C:7]2[N:8]3[CH:13]=[CH:12][CH:11]=[CH:10][C:9]3=[C:5]([C:3]([OH:26])=[O:4])[N:6]=2)[C:23]2[C:18](=[CH:19][CH:20]=[CH:21][CH:22]=2)[CH:17]=[CH:16][CH:15]=1. Reactant: FC(F)(F)[C:3]([C:5]1[N:6]=[C:7]([C:14]2[C:23]3[C:18](=[CH:19][CH:20]=[CH:21][CH:22]=3)[CH:17]=[CH:16][CH:15]=2)[N:8]2[CH:13]=[CH:12][CH:11]=[CH:10][C:9]=12)=[O:4].[OH-:26].[K+].